Dataset: NCI-60 drug combinations with 297,098 pairs across 59 cell lines. Task: Regression. Given two drug SMILES strings and cell line genomic features, predict the synergy score measuring deviation from expected non-interaction effect. Synergy scores: CSS=25.5, Synergy_ZIP=2.11, Synergy_Bliss=3.01, Synergy_Loewe=-22.9, Synergy_HSA=1.69. Drug 1: C1=CN(C(=O)N=C1N)C2C(C(C(O2)CO)O)O.Cl. Cell line: NCI-H522. Drug 2: CC(C)NC(=O)C1=CC=C(C=C1)CNNC.Cl.